Dataset: Full USPTO retrosynthesis dataset with 1.9M reactions from patents (1976-2016). Task: Predict the reactants needed to synthesize the given product. (1) Given the product [CH3:20][O:21][CH2:2][C:3]1[N:4]=[C:5]2[C:10]([NH:11][C:12](=[O:17])[C:13]([CH3:16])([CH3:15])[CH3:14])=[CH:9][CH:8]=[CH:7][N:6]2[C:18]=1[CH3:19], predict the reactants needed to synthesize it. The reactants are: Cl[CH2:2][C:3]1[N:4]=[C:5]2[C:10]([NH:11][C:12](=[O:17])[C:13]([CH3:16])([CH3:15])[CH3:14])=[CH:9][CH:8]=[CH:7][N:6]2[C:18]=1[CH3:19].[CH3:20][OH:21]. (2) Given the product [CH2:1]([O:3][CH:4]1[CH2:13][CH2:12][C:7](=[O:8])[CH2:6][CH2:5]1)[CH3:2], predict the reactants needed to synthesize it. The reactants are: [CH2:1]([O:3][CH:4]1[CH2:13][CH2:12][C:7]2(OCC[O:8]2)[CH2:6][CH2:5]1)[CH3:2].C1(C)C=CC(S([O-])(=O)=O)=CC=1.[NH+]1C=CC=CC=1.CC(C)=O. (3) Given the product [CH2:1]([O:8][C:9]1[CH:14]=[CH:13][N:12]=[C:11]([N:20]2[CH2:21][CH2:22][N:17]([CH3:16])[CH2:18][CH2:19]2)[N:10]=1)[C:2]1[CH:7]=[CH:6][CH:5]=[CH:4][CH:3]=1, predict the reactants needed to synthesize it. The reactants are: [CH2:1]([O:8][C:9]1[CH:14]=[CH:13][N:12]=[C:11](Cl)[N:10]=1)[C:2]1[CH:7]=[CH:6][CH:5]=[CH:4][CH:3]=1.[CH3:16][N:17]1[CH2:22][CH2:21][NH:20][CH2:19][CH2:18]1. (4) Given the product [CH2:14]([NH:21][C:2]1[N:10]=[C:9]2[C:5]([N:6]=[CH:7][N:8]2[CH2:11][CH3:12])=[C:4]([NH2:13])[N:3]=1)[C:15]1[CH:20]=[CH:19][CH:18]=[CH:17][CH:16]=1, predict the reactants needed to synthesize it. The reactants are: Cl[C:2]1[N:10]=[C:9]2[C:5]([N:6]=[CH:7][N:8]2[CH2:11][CH3:12])=[C:4]([NH2:13])[N:3]=1.[CH2:14]([NH2:21])[C:15]1[CH:20]=[CH:19][CH:18]=[CH:17][CH:16]=1. (5) Given the product [CH3:25][C@H:26]1[N:31]([C:32]2[CH:37]=[CH:36][C:35]([C:38]([F:39])([F:41])[F:40])=[CH:34][N:33]=2)[CH2:30][CH2:29][N:28]([CH2:42][C:43]2[C:44]([C:48]([NH:51][C:52]3[CH:57]=[CH:56][N:55]=[CH:54][CH:53]=3)=[O:49])=[N:45][NH:46][CH:47]=2)[CH2:27]1, predict the reactants needed to synthesize it. The reactants are: CN(C(ON1N=NC2C=CC=NC1=2)=[N+](C)C)C.F[P-](F)(F)(F)(F)F.[CH3:25][C@H:26]1[N:31]([C:32]2[CH:37]=[CH:36][C:35]([C:38]([F:41])([F:40])[F:39])=[CH:34][N:33]=2)[CH2:30][CH2:29][N:28]([CH2:42][C:43]2[C:44]([C:48](O)=[O:49])=[N:45][NH:46][CH:47]=2)[CH2:27]1.[NH2:51][C:52]1[CH:57]=[CH:56][N:55]=[CH:54][CH:53]=1.C(N(C(C)C)C(C)C)C. (6) Given the product [C:1]([C:3]1[CH:4]=[C:5]([C:13]2[O:17][N:16]=[C:15]([C:18]3[N:19]=[CH:20][C:21]([CH2:27][CH2:28][C:29]([OH:31])=[O:30])=[C:22]4[CH:26]=[CH:25][NH:24][C:23]=34)[N:14]=2)[CH:6]=[CH:7][C:8]=1[O:9][CH:10]([CH3:12])[CH3:11])#[N:2], predict the reactants needed to synthesize it. The reactants are: [C:1]([C:3]1[CH:4]=[C:5]([C:13]2[O:17][N:16]=[C:15]([C:18]3[N:19]=[CH:20][C:21]([CH2:27][CH2:28][C:29]([O:31]CC)=[O:30])=[C:22]4[CH:26]=[CH:25][NH:24][C:23]=34)[N:14]=2)[CH:6]=[CH:7][C:8]=1[O:9][CH:10]([CH3:12])[CH3:11])#[N:2].[OH-].[Na+].Cl. (7) Given the product [F:22][C:21]1[N:20]=[C:19]([NH2:23])[CH:18]=[CH:17][C:16]=1[C:9]1[O:10][C:6]2[CH:5]=[CH:4][C:3]([O:2][CH3:1])=[CH:14][C:7]=2[CH:8]=1, predict the reactants needed to synthesize it. The reactants are: [CH3:1][O:2][C:3]1[CH:4]=[CH:5][C:6]2[O:10][C:9](B(O)O)=[CH:8][C:7]=2[CH:14]=1.Br[C:16]1[CH:17]=[CH:18][C:19]([NH2:23])=[N:20][C:21]=1[F:22].CCN(CC)CC. (8) Given the product [NH2:7][C@H:8]([C:11]1[CH:15]=[CH:14][S:13][CH:12]=1)[CH2:9][OH:10], predict the reactants needed to synthesize it. The reactants are: C(OC(=O)[NH:7][C@H:8]([C:11]1[CH:15]=[CH:14][S:13][CH:12]=1)[CH2:9][OH:10])(C)(C)C.C(O)(C(F)(F)F)=O. (9) Given the product [CH2:1]([P:3]([CH2:8][OH:9])(=[O:7])[O:4][CH2:5][CH3:6])[CH3:2], predict the reactants needed to synthesize it. The reactants are: [CH2:1]([PH:3](=[O:7])[O:4][CH2:5][CH3:6])[CH3:2].[CH2:8]=[O:9].